This data is from Catalyst prediction with 721,799 reactions and 888 catalyst types from USPTO. The task is: Predict which catalyst facilitates the given reaction. (1) The catalyst class is: 5. Product: [Cl:1][C:2]1[CH:7]=[C:6]2[NH:8][C:9](=[O:40])[C:10]3([CH:15]([C:16]4[C:17]([O:23][C:24]([C:27]([OH:29])=[O:28])([CH3:25])[CH3:26])=[N:18][CH:19]=[C:20]([Cl:22])[CH:21]=4)[CH2:14][C:13](=[O:31])[NH:12][CH:11]3[C:32]3[CH:37]=[C:36]([F:38])[CH:35]=[CH:34][C:33]=3[CH3:39])[C:5]2=[CH:4][CH:3]=1. Reactant: [Cl:1][C:2]1[CH:7]=[C:6]2[NH:8][C:9](=[O:40])[C:10]3([CH:15]([C:16]4[C:17]([O:23][C:24]([C:27]([O:29]C)=[O:28])([CH3:26])[CH3:25])=[N:18][CH:19]=[C:20]([Cl:22])[CH:21]=4)[CH2:14][C:13](=[O:31])[NH:12][CH:11]3[C:32]3[CH:37]=[C:36]([F:38])[CH:35]=[CH:34][C:33]=3[CH3:39])[C:5]2=[CH:4][CH:3]=1.O[Li].O.O.Cl. (2) Reactant: [Cl:1][C:2]1[CH:7]=[CH:6][C:5]([C@H:8]([OH:22])[C@@H:9]([C:13]2[CH:21]=[CH:20][C:16]([C:17](O)=[O:18])=[CH:15][CH:14]=2)[CH2:10][CH2:11][CH3:12])=[CH:4][CH:3]=1.C1N=CN(C(N2C=NC=C2)=O)C=1.Cl.[CH2:36]([O:38][C:39](=[O:43])[CH2:40][CH2:41][NH2:42])[CH3:37]. Product: [Cl:1][C:2]1[CH:7]=[CH:6][C:5]([C@H:8]([OH:22])[C@@H:9]([C:13]2[CH:14]=[CH:15][C:16]([C:17]([NH:42][CH2:41][CH2:40][C:39]([O:38][CH2:36][CH3:37])=[O:43])=[O:18])=[CH:20][CH:21]=2)[CH2:10][CH2:11][CH3:12])=[CH:4][CH:3]=1. The catalyst class is: 49. (3) Reactant: [ClH:1].[NH2:2][C:3]1([CH2:8][C:9]([OH:11])=[O:10])[CH2:7][CH2:6][O:5][CH2:4]1.Cl.O1CCOC[CH2:14]1. Product: [ClH:1].[NH2:2][C:3]1([CH2:8][C:9]([O:11][CH3:14])=[O:10])[CH2:7][CH2:6][O:5][CH2:4]1. The catalyst class is: 5. (4) Reactant: [F:1][C:2]([F:40])([F:39])[C:3]1[CH:8]=[CH:7][C:6]([C@:9]23[CH2:14][C@H:13]2[CH2:12][N:11]([CH2:15][CH2:16][CH2:17][N:18]2[CH:23]=[C:22]([N:24]4[C:32]5[CH2:31][CH2:30][CH2:29][CH2:28][C:27]=5[C:26]([C:33]([F:36])([F:35])[F:34])=[N:25]4)[C:21](=[O:37])[NH:20][C:19]2=[O:38])[CH2:10]3)=[CH:5][CH:4]=1.[ClH:41]. Product: [ClH:41].[ClH:41].[F:40][C:2]([F:1])([F:39])[C:3]1[CH:8]=[CH:7][C:6]([C@:9]23[CH2:14][C@H:13]2[CH2:12][N:11]([CH2:15][CH2:16][CH2:17][N:18]2[CH:23]=[C:22]([N:24]4[C:32]5[CH2:31][CH2:30][CH2:29][CH2:28][C:27]=5[C:26]([C:33]([F:36])([F:35])[F:34])=[N:25]4)[C:21](=[O:37])[NH:20][C:19]2=[O:38])[CH2:10]3)=[CH:5][CH:4]=1. The catalyst class is: 27.